From a dataset of Full USPTO retrosynthesis dataset with 1.9M reactions from patents (1976-2016). Predict the reactants needed to synthesize the given product. (1) Given the product [CH2:1]([O:8][C:9]([N:11]1[CH2:15][C@H:14]([O:16][CH2:17][C:18]2[CH:23]=[CH:22][C:21]([O:24][CH3:25])=[CH:20][CH:19]=2)[CH2:13][C@H:12]1[CH:26]=[O:27])=[O:10])[C:2]1[CH:7]=[CH:6][CH:5]=[CH:4][CH:3]=1, predict the reactants needed to synthesize it. The reactants are: [CH2:1]([O:8][C:9]([N:11]1[CH2:15][C@H:14]([O:16][CH2:17][C:18]2[CH:23]=[CH:22][C:21]([O:24][CH3:25])=[CH:20][CH:19]=2)[CH2:13][C@H:12]1[CH2:26][OH:27])=[O:10])[C:2]1[CH:7]=[CH:6][CH:5]=[CH:4][CH:3]=1.CC(OI1(OC(C)=O)(OC(C)=O)OC(=O)C2C=CC=CC1=2)=O.C(=O)(O)[O-].[Na+].S([O-])([O-])(=O)=S.[Na+].[Na+]. (2) Given the product [Cl:1][C:2]1[CH:7]=[CH:6][CH:5]=[CH:4][C:3]=1[N:8]1[C:12]([CH2:23][C:22]([OH:20])=[O:24])=[CH:11][C:10]([C:16]([F:19])([F:18])[F:17])=[N:9]1, predict the reactants needed to synthesize it. The reactants are: [Cl:1][C:2]1[CH:7]=[CH:6][CH:5]=[CH:4][C:3]=1[N:8]1[C:12](CC#N)=[CH:11][C:10]([C:16]([F:19])([F:18])[F:17])=[N:9]1.[OH-:20].[K+].[CH2:22]([OH:24])[CH3:23]. (3) Given the product [C:37]1([C:30]2[O:31][C:32]([C:33]([F:34])([F:36])[F:35])=[C:28]([C:26]([NH:25][C:22]3[CH:21]=[CH:20][C:19]([CH:16]4[CH2:15][CH2:14][N:13]([C:11]([N:51]5[CH2:52][CH2:53][CH:48]([C:46]([OH:47])=[O:45])[CH2:49][CH2:50]5)=[O:12])[CH2:18][CH2:17]4)=[CH:24][CH:23]=3)=[O:27])[N:29]=2)[CH:42]=[CH:41][CH:40]=[CH:39][CH:38]=1, predict the reactants needed to synthesize it. The reactants are: [N+](C1C=CC(O[C:11]([N:13]2[CH2:18][CH2:17][CH:16]([C:19]3[CH:24]=[CH:23][C:22]([NH:25][C:26]([C:28]4[N:29]=[C:30]([C:37]5[CH:42]=[CH:41][CH:40]=[CH:39][CH:38]=5)[O:31][C:32]=4[C:33]([F:36])([F:35])[F:34])=[O:27])=[CH:21][CH:20]=3)[CH2:15][CH2:14]2)=[O:12])=CC=1)([O-])=O.C([O:45][C:46]([CH:48]1[CH2:53][CH2:52][NH:51][CH2:50][CH2:49]1)=[O:47])C. (4) Given the product [C:17]1([CH:23]([O:11][C:10](=[O:12])[C@@H:9]2[CH2:13][C@@H:14]([OH:16])[CH2:15][N:8]2[C:1]([O:3][C:4]([CH3:7])([CH3:6])[CH3:5])=[O:2])[C:26]2[CH:27]=[CH:28][CH:29]=[CH:30][CH:31]=2)[CH:22]=[CH:21][CH:20]=[CH:19][CH:18]=1, predict the reactants needed to synthesize it. The reactants are: [C:1]([N:8]1[CH2:15][C@H:14]([OH:16])[CH2:13][C@H:9]1[C:10]([OH:12])=[O:11])([O:3][C:4]([CH3:7])([CH3:6])[CH3:5])=[O:2].[C:17]1([C:23]([C:26]2[CH:31]=[CH:30][CH:29]=[CH:28][CH:27]=2)=[N+]=[N-])[CH:22]=[CH:21][CH:20]=[CH:19][CH:18]=1. (5) Given the product [CH3:1][O:2][C:3](=[O:22])[C:4]1[CH:9]=[CH:8][N:7]=[C:6]([S:10][C:11]2[C:19]3[C:14](=[CH:15][C:16]([Cl:20])=[CH:17][CH:18]=3)[N:13]([C:24]3[CH:25]=[N:26][N:27]([CH:29]([CH3:31])[CH3:30])[CH:28]=3)[C:12]=2[CH3:21])[CH:5]=1, predict the reactants needed to synthesize it. The reactants are: [CH3:1][O:2][C:3](=[O:22])[C:4]1[CH:9]=[CH:8][N:7]=[C:6]([S:10][C:11]2[C:19]3[C:14](=[CH:15][C:16]([Cl:20])=[CH:17][CH:18]=3)[NH:13][C:12]=2[CH3:21])[CH:5]=1.Br[C:24]1[CH:25]=[N:26][N:27]([CH:29]([CH3:31])[CH3:30])[CH:28]=1. (6) Given the product [CH3:35][O:34][C:27]1[C:26]([CH3:36])=[C:25]([C:23]([C:20]2[CH:21]=[C:22]3[C:17](=[CH:18][CH:19]=2)[NH:16][CH:4]=[C:5]([C:6]([O:8][CH2:9][CH3:10])=[O:7])[C:11]3=[O:13])=[O:24])[N:33]2[C:28]=1[CH:29]=[CH:30][CH:31]=[CH:32]2, predict the reactants needed to synthesize it. The reactants are: CCO[CH:4]=[C:5]([C:11]([O:13]CC)=O)[C:6]([O:8][CH2:9][CH3:10])=[O:7].[NH2:16][C:17]1[CH:22]=[CH:21][C:20]([C:23]([C:25]2[N:33]3[C:28]([CH:29]=[CH:30][CH:31]=[CH:32]3)=[C:27]([O:34][CH3:35])[C:26]=2[CH3:36])=[O:24])=[CH:19][CH:18]=1.C(OC(C)C)(C)C.CCCCC.